From a dataset of Reaction yield outcomes from USPTO patents with 853,638 reactions. Predict the reaction yield, written as a fraction of the theoretical maximum amount of product (1.0 means a 100% yield; for example, 0.34 means a 34% yield). (1) The reactants are C(OC([NH:8][C@H:9]([C:36]([O:38][CH3:39])=[O:37])[CH2:10][C:11]1[S:15][C:14]([O:16][CH2:17][CH2:18][C:19]2[N:28]=[C:27]3[C:22]([CH2:23][CH2:24][CH2:25][N:26]3C(OC(C)(C)C)=O)=[CH:21][CH:20]=2)=[CH:13][CH:12]=1)=O)(C)(C)C.FC(F)(F)C(O)=O. The catalyst is C(Cl)Cl. The product is [N:28]1[C:27]2[NH:26][CH2:25][CH2:24][CH2:23][C:22]=2[CH:21]=[CH:20][C:19]=1[CH2:18][CH2:17][O:16][C:14]1[S:15][C:11]([CH2:10][C@@H:9]([C:36]([O:38][CH3:39])=[O:37])[NH2:8])=[CH:12][CH:13]=1. The yield is 0.780. (2) No catalyst specified. The product is [Cl:1][C:2]1[CH:3]=[CH:4][C:5]([OH:11])=[C:6]([CH:10]=1)[C:7]([NH:12][C:13]1[S:14][C:15]([C:22]#[N:23])=[C:16]([C:18]([CH3:19])([CH3:21])[CH3:20])[N:17]=1)=[O:9]. The reactants are [Cl:1][C:2]1[CH:10]=[C:6]([C:7]([OH:9])=O)[C:5]([OH:11])=[CH:4][CH:3]=1.[NH2:12][C:13]1[S:14][C:15]([C:22]#[N:23])=[C:16]([C:18]([CH3:21])([CH3:20])[CH3:19])[N:17]=1. The yield is 0.634. (3) The reactants are [NH2:1][C:2]1[CH:7]=[CH:6][C:5]([S:8]([NH:11][C:12]2[CH:13]=[CH:14][C:15]3[CH2:19][O:18][B:17]([OH:20])[C:16]=3[CH:21]=2)(=[O:10])=[O:9])=[C:4]([CH2:22][NH2:23])[CH:3]=1.Cl[C:25]([O:27][CH3:28])=[O:26]. The catalyst is N1C=CC=CC=1. The product is [NH2:1][C:2]1[CH:7]=[CH:6][C:5]([S:8](=[O:9])(=[O:10])[NH:11][C:12]2[CH:13]=[CH:14][C:15]3[CH2:19][O:18][B:17]([OH:20])[C:16]=3[CH:21]=2)=[C:4]([CH:3]=1)[CH2:22][NH:23][C:25](=[O:26])[O:27][CH3:28].[OH:20][B:17]1[C:16]2[CH:21]=[C:12]([NH:11][S:8]([C:5]3[CH:6]=[CH:7][C:2]([NH:1][C:25](=[O:26])[O-:27])=[CH:3][CH:4]=3)(=[O:10])=[O:9])[CH:13]=[CH:14][C:15]=2[CH2:19][O:18]1. The yield is 0.213. (4) The reactants are C1(P(C2C=CC=CC=2)C2C=CC=CC=2)C=CC=CC=1.O1CCOCC1.Br[C:27]1[N:35]2[C:30]([CH:31]=[N:32][C:33]([S:36][CH3:37])=[N:34]2)=[CH:29][CH:28]=1.[CH3:38][O:39][C:40]1[CH:45]=[CH:44][CH:43]=[CH:42][C:41]=1B(O)O.CN(C)C=O.C(=O)([O-])[O-].[Na+].[Na+].O. The catalyst is C([O-])(=O)C.[Pd+2].C([O-])(=O)C. The product is [CH3:38][O:39][C:40]1[CH:45]=[CH:44][CH:43]=[CH:42][C:41]=1[C:27]1[N:35]2[C:30]([CH:31]=[N:32][C:33]([S:36][CH3:37])=[N:34]2)=[CH:29][CH:28]=1. The yield is 0.780. (5) The product is [CH3:15][C:13]1[CH:14]=[C:9]2[C:10](=[CH:11][CH:12]=1)[NH:16][N:17]=[C:7]2[C:1]1[CH:6]=[CH:5][CH:4]=[CH:3][CH:2]=1. The yield is 0.800. The reactants are [C:1]1([C:7]([C:9]2[CH:14]=[C:13]([CH3:15])[CH:12]=[CH:11][C:10]=2[NH2:16])=O)[CH:6]=[CH:5][CH:4]=[CH:3][CH:2]=1.[N:17]([O-])=O.[Na+].Cl[Sn]Cl. The catalyst is Cl.O.